This data is from NCI-60 drug combinations with 297,098 pairs across 59 cell lines. The task is: Regression. Given two drug SMILES strings and cell line genomic features, predict the synergy score measuring deviation from expected non-interaction effect. Drug 1: CC1=CC2C(CCC3(C2CCC3(C(=O)C)OC(=O)C)C)C4(C1=CC(=O)CC4)C. Drug 2: CC1=CC=C(C=C1)C2=CC(=NN2C3=CC=C(C=C3)S(=O)(=O)N)C(F)(F)F. Cell line: MDA-MB-435. Synergy scores: CSS=-3.97, Synergy_ZIP=4.73, Synergy_Bliss=5.04, Synergy_Loewe=0.950, Synergy_HSA=-0.149.